From a dataset of Reaction yield outcomes from USPTO patents with 853,638 reactions. Predict the reaction yield, written as a fraction of the theoretical maximum amount of product (1.0 means a 100% yield; for example, 0.34 means a 34% yield). (1) The reactants are Br[C:2]1[N:3]=[C:4]([CH:13]=[O:14])[N:5]([C:7]2[CH:12]=[CH:11][CH:10]=[CH:9][CH:8]=2)[CH:6]=1.[NH:15]1[CH2:19][CH2:18][CH2:17][C:16]1=[O:20]. No catalyst specified. The product is [O:20]=[C:16]1[CH2:17][CH2:18][CH2:19][N:15]1[C:2]1[N:3]=[C:4]([CH:13]=[O:14])[N:5]([C:7]2[CH:12]=[CH:11][CH:10]=[CH:9][CH:8]=2)[CH:6]=1. The yield is 0.0700. (2) The reactants are [F:1][C:2]1[CH:7]=[CH:6][C:5]([N:8]2[C:12](=[O:13])[CH2:11][CH:10]([CH2:14][O:15][C:16]3[CH:24]=[CH:23][C:19]([C:20](O)=[O:21])=[CH:18][CH:17]=3)[CH2:9]2)=[CH:4][CH:3]=1.Cl.[NH2:26][C:27]1[C:28](=[O:41])[N:29]([CH2:38][CH2:39][CH3:40])[C:30](=[O:37])[N:31]([CH2:34][CH2:35][CH3:36])[C:32]=1[NH2:33].CCN=C=NCCCN(C)C. The catalyst is CO. The product is [NH2:33][C:32]1[N:31]([CH2:34][CH2:35][CH3:36])[C:30](=[O:37])[N:29]([CH2:38][CH2:39][CH3:40])[C:28](=[O:41])[C:27]=1[NH:26][C:20](=[O:21])[C:19]1[CH:23]=[CH:24][C:16]([O:15][CH2:14][CH:10]2[CH2:11][C:12](=[O:13])[N:8]([C:5]3[CH:4]=[CH:3][C:2]([F:1])=[CH:7][CH:6]=3)[CH2:9]2)=[CH:17][CH:18]=1. The yield is 0.900. (3) The catalyst is CN(C=O)C.O. The yield is 0.790. The reactants are [NH:1]1[C:9]2[C:4](=[CH:5][CH:6]=[CH:7][C:8]=2[CH2:10][NH:11][CH3:12])[CH:3]=[CH:2]1.Cl.Cl.[CH3:15][N:16]1[CH2:22][C:21]2[CH:23]=[C:24](/[CH:27]=[CH:28]/[C:29]([OH:31])=O)[CH:25]=[N:26][C:20]=2[NH:19][C:18](=[O:32])[CH2:17]1.C1C=CC2N(O)N=NC=2C=1.C(N(C(C)C)CC)(C)C.CCN=C=NCCCN(C)C.Cl. The product is [NH:1]1[C:9]2[C:4](=[CH:5][CH:6]=[CH:7][C:8]=2[CH2:10][N:11]([CH3:12])[C:29](=[O:31])/[CH:28]=[CH:27]/[C:24]2[CH:25]=[N:26][C:20]3[NH:19][C:18](=[O:32])[CH2:17][N:16]([CH3:15])[CH2:22][C:21]=3[CH:23]=2)[CH:3]=[CH:2]1. (4) The reactants are [C:1]1([CH3:11])[CH:6]=[CH:5][C:4]([S:7](Cl)(=[O:9])=[O:8])=[CH:3][CH:2]=1.N1C=CC=CC=1.[CH2:18]([NH2:25])[C:19]1[CH:24]=[CH:23][CH:22]=[CH:21][CH:20]=1. The catalyst is C(Cl)Cl. The product is [CH2:18]([NH:25][S:7]([C:4]1[CH:5]=[CH:6][C:1]([CH3:11])=[CH:2][CH:3]=1)(=[O:9])=[O:8])[C:19]1[CH:24]=[CH:23][CH:22]=[CH:21][CH:20]=1. The yield is 0.770. (5) No catalyst specified. The yield is 0.637. The reactants are [CH3:1][C:2]1[C:6]2[C:7](=[O:19])[N:8]([CH2:12][CH2:13][N:14]3[CH2:18][CH2:17][CH2:16][CH2:15]3)[CH2:9][CH2:10][CH2:11][C:5]=2[NH:4][C:3]=1[CH:20]=O.[F:22][C:23]1[CH:24]=[C:25]2[C:29](=[CH:30][C:31]=1[NH:32][C:33](=[O:37])[CH2:34][O:35][CH3:36])[NH:28][C:27](=[O:38])[CH2:26]2. The product is [F:22][C:23]1[CH:24]=[C:25]2[C:29](=[CH:30][C:31]=1[NH:32][C:33](=[O:37])[CH2:34][O:35][CH3:36])[NH:28][C:27](=[O:38])/[C:26]/2=[CH:20]\[C:3]1[NH:4][C:5]2[CH2:11][CH2:10][CH2:9][N:8]([CH2:12][CH2:13][N:14]3[CH2:15][CH2:16][CH2:17][CH2:18]3)[C:7](=[O:19])[C:6]=2[C:2]=1[CH3:1]. (6) The reactants are C([N:8]1[CH2:13][CH2:12][C@@H:11]([C:14]2[CH:19]=[CH:18][C:17]([O:20][CH3:21])=[CH:16][CH:15]=2)[C@H:10]([OH:22])[CH2:9]1)C1C=CC=CC=1. The catalyst is CO.[Pd]. The product is [CH3:21][O:20][C:17]1[CH:16]=[CH:15][C:14]([C@@H:11]2[CH2:12][CH2:13][NH:8][CH2:9][C@H:10]2[OH:22])=[CH:19][CH:18]=1. The yield is 0.890. (7) The reactants are [Cl:1][C:2]1[CH:3]=[CH:4][C:5]([CH3:13])=[C:6]([CH:12]=1)[C:7]([O:9][CH2:10][CH3:11])=[O:8].[Br:14]N1C(=O)CCC1=O.C(OOC(=O)C1C=CC=CC=1)(=O)C1C=CC=CC=1. The catalyst is ClCCCl. The product is [Br:14][CH2:13][C:5]1[CH:4]=[CH:3][C:2]([Cl:1])=[CH:12][C:6]=1[C:7]([O:9][CH2:10][CH3:11])=[O:8]. The yield is 0.680. (8) The reactants are [F:1][C:2]1[CH:3]=[C:4]([NH:9][C:10]([NH2:12])=[S:11])[CH:5]=[C:6]([F:8])[CH:7]=1.BrBr. The catalyst is ClCCCl. The product is [F:1][C:2]1[CH:7]=[C:6]([F:8])[C:5]2[S:11][C:10]([NH2:12])=[N:9][C:4]=2[CH:3]=1. The yield is 0.900. (9) The reactants are [Br:1][C:2]1[C:7]2[N:8]=[CH:9][N:10]=[C:11](Cl)[C:6]=2[CH:5]=[N:4][CH:3]=1.[CH3:13][O:14][C:15]1[CH:31]=[CH:30][C:18]([CH2:19][NH:20][CH2:21][C:22]2[CH:27]=[CH:26][C:25]([O:28][CH3:29])=[CH:24][CH:23]=2)=[CH:17][CH:16]=1. The catalyst is C1COCC1. The product is [Br:1][C:2]1[C:7]2[N:8]=[CH:9][N:10]=[C:11]([N:20]([CH2:19][C:18]3[CH:17]=[CH:16][C:15]([O:14][CH3:13])=[CH:31][CH:30]=3)[CH2:21][C:22]3[CH:23]=[CH:24][C:25]([O:28][CH3:29])=[CH:26][CH:27]=3)[C:6]=2[CH:5]=[N:4][CH:3]=1. The yield is 0.660.